Dataset: Full USPTO retrosynthesis dataset with 1.9M reactions from patents (1976-2016). Task: Predict the reactants needed to synthesize the given product. (1) Given the product [C:1]([CH2:3][C:4]([NH:13][C:14]1[CH:19]=[CH:18][CH:17]=[CH:16][CH:15]=1)=[O:6])#[N:2], predict the reactants needed to synthesize it. The reactants are: [C:1]([CH2:3][C:4]([OH:6])=O)#[N:2].P(Cl)(Cl)(Cl)(Cl)Cl.[NH2:13][C:14]1[CH:19]=[CH:18][CH:17]=[CH:16][CH:15]=1.C([O-])([O-])=O.[Na+].[Na+]. (2) Given the product [CH3:42][C:41]1[N:19]2[CH:20]=[C:21]([NH:24][C:25](=[O:40])[C:26]3[CH:27]=[CH:28][C:29]([O:32][CH2:33][C:34]4[CH:39]=[CH:38][CH:37]=[CH:36][N:35]=4)=[CH:30][CH:31]=3)[CH:22]=[CH:23][C:18]2=[N:17][C:16]=1[CH2:15][CH2:14][CH:13]=[O:12], predict the reactants needed to synthesize it. The reactants are: C(N(CC)CC)C.CS(C)=O.[OH:12][CH2:13][CH2:14][CH2:15][C:16]1[N:17]=[C:18]2[CH:23]=[CH:22][C:21]([NH:24][C:25](=[O:40])[C:26]3[CH:31]=[CH:30][C:29]([O:32][CH2:33][C:34]4[CH:39]=[CH:38][CH:37]=[CH:36][N:35]=4)=[CH:28][CH:27]=3)=[CH:20][N:19]2[C:41]=1[CH3:42]. (3) Given the product [F:1][C:2]1[CH:3]=[CH:4][C:5]([C:8]2[O:12][N:11]=[C:10]([CH:13]=[O:14])[CH:9]=2)=[CH:6][CH:7]=1, predict the reactants needed to synthesize it. The reactants are: [F:1][C:2]1[CH:7]=[CH:6][C:5]([C:8]2[O:12][N:11]=[C:10]([C:13](OCC)=[O:14])[CH:9]=2)=[CH:4][CH:3]=1.[H-].[Al+3].[Li+].[H-].[H-].[H-].CO. (4) Given the product [Br:22][C:13]1[N:14]([C:15]2[CH:20]=[CH:19][CH:18]=[CH:17][C:16]=2[Cl:21])[C:5]2[C:4]3[CH:3]=[C:2]([Cl:1])[CH:11]=[CH:10][C:9]=3[N:8]=[CH:7][C:6]=2[N:12]=1, predict the reactants needed to synthesize it. The reactants are: [Cl:1][C:2]1[CH:11]=[CH:10][C:9]2[N:8]=[CH:7][C:6]3[N:12]=[CH:13][N:14]([C:15]4[CH:20]=[CH:19][CH:18]=[CH:17][C:16]=4[Cl:21])[C:5]=3[C:4]=2[CH:3]=1.[Br:22]N1C(=O)CCC1=O. (5) Given the product [C:1]([N:4]1[C:12]2[C:7](=[CH:8][CH:9]=[C:10]([Br:13])[CH:11]=2)[C:6]([CH3:20])([CH3:14])[C:5]1=[O:15])(=[O:3])[CH3:2], predict the reactants needed to synthesize it. The reactants are: [C:1]([N:4]1[C:12]2[C:7](=[CH:8][CH:9]=[C:10]([Br:13])[CH:11]=2)[CH:6]([CH3:14])[C:5]1=[O:15])(=[O:3])[CH3:2].[H-].[Na+].CI.[CH2:20]1COCC1. (6) The reactants are: [Cl:1][C:2]1[CH:7]=[C:6]([Cl:8])[N:5]=[C:4]([NH2:9])[C:3]=1[NH2:10].[CH:11]([CH:13]=O)=O. Given the product [Cl:8][C:6]1[CH:7]=[C:2]([Cl:1])[C:3]2[C:4]([N:5]=1)=[N:9][CH:11]=[CH:13][N:10]=2, predict the reactants needed to synthesize it. (7) The reactants are: Br[C:2]1[CH:35]=[CH:34][C:5]2[B:6]([C:16]3[C:21]([C:22]([CH3:25])([CH3:24])[CH3:23])=[CH:20][C:19]([C:26]([CH3:29])([CH3:28])[CH3:27])=[CH:18][C:17]=3[C:30]([CH3:33])([CH3:32])[CH3:31])[C:7]3[CH:14]=[CH:13][C:12](Br)=[CH:11][C:8]=3[CH:9]=[CH:10][C:4]=2[CH:3]=1.C([Sn](CCCC)(CCCC)[C:41]1[S:42][CH:43]=[CH:44][CH:45]=1)CCC.[F-].[K+]. Given the product [S:42]1[CH:43]=[CH:44][CH:45]=[C:41]1[C:12]1[CH:13]=[CH:14][C:7]2[B:6]([C:16]3[C:17]([C:30]([CH3:32])([CH3:31])[CH3:33])=[CH:18][C:19]([C:26]([CH3:29])([CH3:28])[CH3:27])=[CH:20][C:21]=3[C:22]([CH3:25])([CH3:23])[CH3:24])[C:5]3[CH:34]=[CH:35][C:2]([C:43]4[S:42][CH:41]=[CH:45][CH:44]=4)=[CH:3][C:4]=3[CH:10]=[CH:9][C:8]=2[CH:11]=1, predict the reactants needed to synthesize it. (8) Given the product [Cl:22][C:15]1[CH:14]=[CH:13][C:12]2[N:8]([CH2:7][C:6]3[CH:5]=[CH:4][C:3]([O:2][CH3:1])=[CH:19][CH:18]=3)[N:9]=[N:10][C:11]=2[C:16]=1[OH:17], predict the reactants needed to synthesize it. The reactants are: [CH3:1][O:2][C:3]1[CH:19]=[CH:18][C:6]([CH2:7][N:8]2[C:12]3[CH:13]=[CH:14][CH:15]=[C:16]([OH:17])[C:11]=3[N:10]=[N:9]2)=[CH:5][CH:4]=1.[OH-].[Na+].[Cl:22]N1C(=O)CCC1=O. (9) Given the product [O:24]([C:20]1[CH:19]=[C:18]([C:15]2[CH:16]=[CH:17][C:12]([C@@H:11]3[C@@H:8]([CH2:7][CH2:6][C@@H:5]([C:55]4[CH:60]=[CH:59][C:58]([F:61])=[CH:57][CH:56]=4)[OH:4])[C:9](=[O:54])[N:10]3[C:47]3[CH:48]=[CH:49][C:50]([F:53])=[CH:51][CH:52]=3)=[CH:13][CH:14]=2)[CH:23]=[CH:22][CH:21]=1)[C@H:25]1[O:42][C@@H:41]([C:43]([OH:45])=[O:44])[C@H:36]([OH:37])[C@@H:31]([OH:32])[C@@H:26]1[OH:27], predict the reactants needed to synthesize it. The reactants are: C([O:4][C@H:5]([C:55]1[CH:60]=[CH:59][C:58]([F:61])=[CH:57][CH:56]=1)[CH2:6][CH2:7][C@@H:8]1[C@@H:11]([C:12]2[CH:17]=[CH:16][C:15]([C:18]3[CH:23]=[CH:22][CH:21]=[C:20]([O:24][C@H:25]4[O:42][C@@H:41]([C:43]([O:45]O)=[O:44])[C@H:36]([O:37]C(=O)C)[C@@H:31]([O:32]C(=O)C)[C@@H:26]4[O:27]C(=O)C)[CH:19]=3)=[CH:14][CH:13]=2)[N:10]([C:47]2[CH:52]=[CH:51][C:50]([F:53])=[CH:49][CH:48]=2)[C:9]1=[O:54])(=O)C.O.C(O)(=O)C.CO. (10) Given the product [OH:16][C:14]([CH:11]1[CH2:10][CH2:9][N:8]([C:6]([O:5][C:1]([CH3:2])([CH3:4])[CH3:3])=[O:7])[CH2:13][CH2:12]1)([CH3:15])[C:24]#[C:23][C:17]1[CH:22]=[CH:21][CH:20]=[CH:19][CH:18]=1, predict the reactants needed to synthesize it. The reactants are: [C:1]([O:5][C:6]([N:8]1[CH2:13][CH2:12][CH:11]([C:14](=[O:16])[CH3:15])[CH2:10][CH2:9]1)=[O:7])([CH3:4])([CH3:3])[CH3:2].[C:17]1([C:23]#[C:24][Mg]Br)[CH:22]=[CH:21][CH:20]=[CH:19][CH:18]=1.